Task: Predict the product of the given reaction.. Dataset: Forward reaction prediction with 1.9M reactions from USPTO patents (1976-2016) (1) Given the reactants Cl[C:2]1[N:3]=[C:4]([NH:11][C:12]2[CH:16]=[C:15]([CH:17]([CH3:19])[CH3:18])[NH:14][N:13]=2)[C:5]2[CH2:10][CH2:9][CH2:8][C:6]=2[N:7]=1.Cl.[NH:21]1[CH2:25][CH:24]=[CH:23][C@H:22]1[C:26]([O:28][CH3:29])=[O:27].C(O)(C(F)(F)F)=O, predict the reaction product. The product is: [CH:17]([C:15]1[NH:14][N:13]=[C:12]([NH:11][C:4]2[C:5]3[CH2:10][CH2:9][CH2:8][C:6]=3[N:7]=[C:2]([N:21]3[CH2:25][CH:24]=[CH:23][C@H:22]3[C:26]([O:28][CH3:29])=[O:27])[N:3]=2)[CH:16]=1)([CH3:19])[CH3:18]. (2) Given the reactants Br[C:2]1[CH:3]=[C:4]([S:8]([NH:11][C:12]2[C:13]([OH:21])=[C:14]([CH:18]=[CH:19][CH:20]=2)[C:15]([OH:17])=[O:16])(=[O:10])=[O:9])[S:5][C:6]=1[Cl:7].[O:22]1[C:26]2[CH:27]=[CH:28][C:29](B(O)O)=[CH:30][C:25]=2[CH2:24][CH2:23]1, predict the reaction product. The product is: [Cl:7][C:6]1[S:5][C:4]([S:8]([NH:11][C:12]2[C:13]([OH:21])=[C:14]([CH:18]=[CH:19][CH:20]=2)[C:15]([OH:17])=[O:16])(=[O:10])=[O:9])=[CH:3][C:2]=1[C:29]1[CH:28]=[CH:27][C:26]2[O:22][CH2:23][CH2:24][C:25]=2[CH:30]=1. (3) Given the reactants C(N(C(C)C)CC)(C)C.[CH2:10]([NH2:17])[C:11]1[CH:16]=[CH:15][CH:14]=[CH:13][CH:12]=1.Br[CH2:19][C:20]([O:22][CH2:23][CH3:24])=[O:21].C(OCC)(=O)C, predict the reaction product. The product is: [CH2:10]([NH:17][CH2:19][C:20]([O:22][CH2:23][CH3:24])=[O:21])[C:11]1[CH:16]=[CH:15][CH:14]=[CH:13][CH:12]=1. (4) Given the reactants [F:1][C:2]1[CH:3]=[C:4]([CH:7]=[CH:8][C:9]=1[N+:10]([O-:12])=[O:11])[C:5]#[N:6].C([O-])([O-])=[O:14].[K+].[K+].OO.NC(N)=O.ClCCl, predict the reaction product. The product is: [F:1][C:2]1[CH:3]=[C:4]([CH:7]=[CH:8][C:9]=1[N+:10]([O-:12])=[O:11])[C:5]([NH2:6])=[O:14]. (5) Given the reactants [Si]([O:8][CH2:9][CH2:10][N:11]([C:22]1[CH:27]=[CH:26][C:25]([N:28]2[CH2:32][CH2:31][N:30]([CH2:33][C:34]([O:36][CH2:37][CH3:38])=[O:35])[C:29]2=[O:39])=[C:24]([CH2:40][CH3:41])[CH:23]=1)[C:12]([C:14]1[C:15]([Cl:21])=[N:16][CH:17]=[N:18][C:19]=1[Cl:20])=[O:13])(C(C)(C)C)(C)C.Cl.O, predict the reaction product. The product is: [Cl:20][C:19]1[C:14]([C:12]([N:11]([C:22]2[CH:27]=[CH:26][C:25]([N:28]3[CH2:32][CH2:31][N:30]([CH2:33][C:34]([O:36][CH2:37][CH3:38])=[O:35])[C:29]3=[O:39])=[C:24]([CH2:40][CH3:41])[CH:23]=2)[CH2:10][CH2:9][OH:8])=[O:13])=[C:15]([Cl:21])[N:16]=[CH:17][N:18]=1. (6) Given the reactants Br[C:2]1[CH:3]=[C:4]([CH2:16][O:17][CH2:18][C:19]2([C:32]3[CH:37]=[CH:36][CH:35]=[CH:34][CH:33]=3)[CH2:24][CH2:23][N:22]([C:25]([O:27][C:28]([CH3:31])([CH3:30])[CH3:29])=[O:26])[CH2:21][CH2:20]2)[CH:5]=[C:6]([C:8]2[CH:13]=[CH:12][C:11]([C:14]#[N:15])=[CH:10][CH:9]=2)[CH:7]=1.[CH3:38]B1OB(C)OB(C)O1.O1CCOCC1.O.C(=O)([O-])[O-].[K+].[K+], predict the reaction product. The product is: [C:14]([C:11]1[CH:12]=[CH:13][C:8]([C:6]2[CH:7]=[C:2]([CH3:38])[CH:3]=[C:4]([CH2:16][O:17][CH2:18][C:19]3([C:32]4[CH:33]=[CH:34][CH:35]=[CH:36][CH:37]=4)[CH2:20][CH2:21][N:22]([C:25]([O:27][C:28]([CH3:30])([CH3:29])[CH3:31])=[O:26])[CH2:23][CH2:24]3)[CH:5]=2)=[CH:9][CH:10]=1)#[N:15]. (7) The product is: [Cl:1][C:2]1[CH:7]=[CH:6][C:5]([CH:8]2[C:15]3[C:14]([CH2:16][O:17][CH3:18])=[N:13][N:12]([CH:19]4[CH2:20][CH2:21]4)[C:11]=3[C:10](=[O:22])[N:9]2[C:24]2[CH:25]=[C:26]([CH3:34])[C:27]3[N:28]([C:30]([CH3:33])=[N:31][N:32]=3)[CH:29]=2)=[CH:4][CH:3]=1. Given the reactants [Cl:1][C:2]1[CH:7]=[CH:6][C:5]([CH:8]2[C:15]3[C:14]([CH2:16][O:17][CH3:18])=[N:13][N:12]([CH:19]4[CH2:21][CH2:20]4)[C:11]=3[C:10](=[O:22])[NH:9]2)=[CH:4][CH:3]=1.Br[C:24]1[CH:25]=[C:26]([CH3:34])[C:27]2[N:28]([C:30]([CH3:33])=[N:31][N:32]=2)[CH:29]=1, predict the reaction product. (8) Given the reactants C(O[C:6]([N:8]([C:10]1[CH:11]=[C:12]([CH:65]=[CH:66][C:67]=1[N+:68]([O-])=O)[O:13][CH2:14][C:15]1[CH:16]=[C:17]([CH3:64])[C:18]2[N:22]=[C:21]([CH2:23][CH2:24][CH3:25])[N:20]([CH2:26][C:27]3[CH:32]=[CH:31][C:30]([C:33]4[CH:38]=[CH:37][CH:36]=[CH:35][C:34]=4[C:39]4[N:43](C(C5C=CC=CC=5)(C5C=CC=CC=5)C5C=CC=CC=5)[N:42]=[N:41][N:40]=4)=[CH:29][CH:28]=3)[C:19]=2[CH:63]=1)C)=O)(C)(C)C.O1CCCC1.C(O)C.Cl, predict the reaction product. The product is: [NH2:68][C:67]1[CH:66]=[CH:65][C:12]([O:13][CH2:14][C:15]2[CH:16]=[C:17]([CH3:64])[C:18]3[N:22]=[C:21]([CH2:23][CH2:24][CH3:25])[N:20]([CH2:26][C:27]4[CH:32]=[CH:31][C:30]([C:33]5[CH:38]=[CH:37][CH:36]=[CH:35][C:34]=5[C:39]5[NH:43][N:42]=[N:41][N:40]=5)=[CH:29][CH:28]=4)[C:19]=3[CH:63]=2)=[CH:11][C:10]=1[NH:8][CH3:6]. (9) The product is: [Cl:1][C:2]1[CH:10]=[C:9]2[C:5]([C:6]([C:11]([O:13][CH3:14])=[O:12])=[CH:7][NH:8]2)=[CH:4][C:3]=1[C:24]1[CH:29]=[CH:28][C:27]([C:30]2([OH:34])[CH2:33][O:32][CH2:31]2)=[C:26]([O:35][CH3:36])[CH:25]=1. Given the reactants [Cl:1][C:2]1[CH:10]=[C:9]2[C:5]([C:6]([C:11]([O:13][CH3:14])=[O:12])=[CH:7][NH:8]2)=[CH:4][C:3]=1B1OCC(C)(C)CO1.Br[C:24]1[CH:29]=[CH:28][C:27]([C:30]2([OH:34])[CH2:33][O:32][CH2:31]2)=[C:26]([O:35][CH3:36])[CH:25]=1.C(=O)([O-])[O-].[K+].[K+].ClCCl, predict the reaction product.